Dataset: Reaction yield outcomes from USPTO patents with 853,638 reactions. Task: Predict the reaction yield, written as a fraction of the theoretical maximum amount of product (1.0 means a 100% yield; for example, 0.34 means a 34% yield). (1) The reactants are [CH3:1][C@:2]12[C@@:19]3([CH3:20])[C@@H:10]([C@:11]4([CH3:24])[C@@H:16]([CH2:17][CH2:18]3)[C:15]([CH3:22])([CH3:21])[C:14](=[O:23])[CH2:13][CH2:12]4)[CH2:9][CH2:8][C@@H:7]1[C@H:6]1[C@H:25]([C:28]([CH3:30])=[CH2:29])[CH2:26][CH2:27][C@:5]1([CH:31]=[O:32])[CH2:4][CH2:3]2.CC(=CC)C.Cl([O-])=[O:39].[Na+].O.OP([O-])(O)=O.[Na+]. The catalyst is CC(O)(C)C.O.[Cl-].[NH4+]. The product is [CH3:1][C@:2]12[C@@:19]3([CH3:20])[C@@H:10]([C@:11]4([CH3:24])[C@@H:16]([CH2:17][CH2:18]3)[C:15]([CH3:21])([CH3:22])[C:14](=[O:23])[CH2:13][CH2:12]4)[CH2:9][CH2:8][C@@H:7]1[C@H:6]1[C@H:25]([C:28]([CH3:30])=[CH2:29])[CH2:26][CH2:27][C@:5]1([C:31]([OH:39])=[O:32])[CH2:4][CH2:3]2. The yield is 1.00. (2) The reactants are CS([O:5][CH2:6][CH2:7][CH2:8][C:9]1[O:13][N:12]=[C:11]([C:14]2[CH:19]=[CH:18][C:17]([C:20]([F:23])([F:22])[F:21])=[CH:16][CH:15]=2)[CH:10]=1)(=O)=O.[I-].[Na+].[C:26]([O:35]C)(=[O:34])[C:27]1[C:28](=[CH:30][CH:31]=[CH:32][CH:33]=1)O.C(=O)([O-])[O-].[K+].[K+].Cl. The catalyst is CN(C)C=O. The product is [F:21][C:20]([F:23])([F:22])[C:17]1[CH:18]=[CH:19][C:14]([C:11]2[CH:10]=[C:9]([CH2:8][CH2:7][CH2:6][O:5][C:33]3[CH:32]=[CH:31][CH:30]=[CH:28][C:27]=3[C:26]([OH:35])=[O:34])[O:13][N:12]=2)=[CH:15][CH:16]=1. The yield is 0.610. (3) The reactants are C[O:2][C:3](=[O:20])[CH:4]([OH:19])[C:5]1[CH:14]=[C:13]2[C:8]([CH2:9][CH2:10][C:11](=[O:16])[N:12]2[CH3:15])=[CH:7][C:6]=1[O:17][CH3:18].[Cr](O)(O)(=O)=O. The catalyst is CC(C)=O.S(=O)(=O)(O)O.O. The product is [CH3:18][O:17][C:6]1[CH:7]=[C:8]2[C:13](=[CH:14][C:5]=1[C:4](=[O:19])[C:3]([OH:20])=[O:2])[N:12]([CH3:15])[C:11](=[O:16])[CH2:10][CH2:9]2. The yield is 0.840. (4) The reactants are [CH3:1][N:2]1[CH2:7][CH2:6][CH:5]([CH:8]([S:14][C:15]2[CH:16]=[N:17][C:18]([NH:28][C:29]3[S:30][CH:31]=[C:32]([CH3:34])[N:33]=3)=[C:19]([O:21][C:22]3[CH:27]=[CH:26][CH:25]=[CH:24][CH:23]=3)[CH:20]=2)[C:9](OCC)=[O:10])[CH2:4][CH2:3]1.[H-].[H-].[H-].[H-].[Li+].[Al+3].[NH4+].[Cl-]. The product is [CH3:1][N:2]1[CH2:7][CH2:6][CH:5]([CH:8]([S:14][C:15]2[CH:16]=[N:17][C:18]([NH:28][C:29]3[S:30][CH:31]=[C:32]([CH3:34])[N:33]=3)=[C:19]([O:21][C:22]3[CH:27]=[CH:26][CH:25]=[CH:24][CH:23]=3)[CH:20]=2)[CH2:9][OH:10])[CH2:4][CH2:3]1. The yield is 0.849. The catalyst is C1COCC1. (5) The reactants are CCN(C(C)C)C(C)C.[OH:10][C:11]1[CH:19]=[CH:18][CH:17]=[CH:16][C:12]=1[C:13]([OH:15])=O.C1C=CC2N(O)N=NC=2C=1.CCN=C=NCCCN(C)C.Cl.[O:42]=[C:43]([N:60]1[CH2:65][CH2:64][NH:63][CH2:62][CH2:61]1)[CH2:44][NH:45][C:46]([C:48]1[CH:53]=[CH:52][C:51]([C:54]2[CH:59]=[CH:58][CH:57]=[CH:56][CH:55]=2)=[CH:50][CH:49]=1)=[O:47]. The catalyst is CN(C=O)C.O. The product is [OH:10][C:11]1[CH:19]=[CH:18][CH:17]=[CH:16][C:12]=1[C:13]([N:63]1[CH2:62][CH2:61][N:60]([C:43](=[O:42])[CH2:44][NH:45][C:46]([C:48]2[CH:53]=[CH:52][C:51]([C:54]3[CH:59]=[CH:58][CH:57]=[CH:56][CH:55]=3)=[CH:50][CH:49]=2)=[O:47])[CH2:65][CH2:64]1)=[O:15]. The yield is 0.509. (6) The reactants are [C:1]([C:4]1[CH:14]=[C:13]([O:15][CH3:16])[CH:12]=[CH:11][C:5]=1[O:6][CH2:7]C(O)=O)(=O)[CH3:2].C(OC(=O)C)(=O)C.C(O)(=O)C. The catalyst is O. The product is [CH3:16][O:15][C:13]1[CH:12]=[CH:11][C:5]2[O:6][CH:7]=[C:1]([CH3:2])[C:4]=2[CH:14]=1. The yield is 0.810.